This data is from Catalyst prediction with 721,799 reactions and 888 catalyst types from USPTO. The task is: Predict which catalyst facilitates the given reaction. (1) Reactant: [F:1][C:2]1[CH:22]=[CH:21][CH:20]=[C:19]([F:23])[C:3]=1[CH2:4][O:5][C:6]1[C:7]2[N:8]([C:12]([C:16](O)=[O:17])=[C:13]([CH3:15])[N:14]=2)[CH:9]=[CH:10][CH:11]=1.F[B-](F)(F)F.N1(O[C+](N(C)C)N(C)C)C2C=CC=CC=2N=N1.CN1CCOCC1.Cl.[CH3:54][O:55][C:56](=[O:61])[C@H:57]([CH2:59][OH:60])[NH2:58]. Product: [F:23][C:19]1[CH:20]=[CH:21][CH:22]=[C:2]([F:1])[C:3]=1[CH2:4][O:5][C:6]1[C:7]2[N:8]([C:12]([C:16]([NH:58][C@H:57]([C:56]([O:55][CH3:54])=[O:61])[CH2:59][OH:60])=[O:17])=[C:13]([CH3:15])[N:14]=2)[CH:9]=[CH:10][CH:11]=1. The catalyst class is: 18. (2) Reactant: [CH3:1][C:2]1[N:3]=[C:4]([C:18]2[CH:19]=[N:20][CH:21]=[CH:22][CH:23]=2)[S:5][C:6]=1[C:7]1[N:12]=[C:11]2[C:13](=O)[CH2:14][CH2:15][O:16][C:10]2=[CH:9][CH:8]=1.[NH2:24]O.Cl.C[C:28]([O-:30])=O.[K+]. Product: [CH3:28][O:30][N:24]=[C:13]1[C:11]2=[N:12][C:7]([C:6]3[S:5][C:4]([C:18]4[CH:19]=[N:20][CH:21]=[CH:22][CH:23]=4)=[N:3][C:2]=3[CH3:1])=[CH:8][CH:9]=[C:10]2[O:16][CH2:15][CH2:14]1. The catalyst class is: 5.